Dataset: Forward reaction prediction with 1.9M reactions from USPTO patents (1976-2016). Task: Predict the product of the given reaction. (1) Given the reactants [Br:1][C:2]1[CH:7]=[CH:6][C:5](B(O)O)=[C:4]([F:11])[C:3]=1[F:12].Br[C:14]1[N:15]=[CH:16][C:17]([NH2:20])=[N:18][CH:19]=1.C1(C)C=CC=CC=1.C([O-])([O-])=O.[Na+].[Na+], predict the reaction product. The product is: [Br:1][C:2]1[CH:7]=[CH:6][C:5]([C:14]2[N:15]=[CH:16][C:17]([NH2:20])=[N:18][CH:19]=2)=[C:4]([F:11])[C:3]=1[F:12]. (2) Given the reactants [CH3:1][O:2][C:3]1[CH:8]=[CH:7][C:6]([NH:9][CH:10]2[CH2:15][CH2:14][N:13]([C@H:16]([CH3:20])[CH2:17][C:18]#[N:19])[CH2:12][CH2:11]2)=[CH:5][CH:4]=1.C[CH2:22][N:23](C(C)C)[CH:24](C)C.[CH2:30]1[CH2:34][O:33][CH2:32][CH2:31]1, predict the reaction product. The product is: [C:18]([CH2:17][C@H:16]([N:13]1[CH2:14][CH2:15][CH:10]([N:9]([C:6]2[CH:5]=[CH:4][C:3]([O:2][CH3:1])=[CH:8][CH:7]=2)[C:34](=[O:33])[C:30]2[CH:31]=[CH:32][CH:24]=[N:23][CH:22]=2)[CH2:11][CH2:12]1)[CH3:20])#[N:19]. (3) Given the reactants C[O:2][C:3](=[O:33])[C:4]1[CH:9]=[CH:8][C:7]([C:10]2[CH2:14][C:13]([C:19]3[CH:24]=[C:23]([Cl:25])[CH:22]=[C:21]([Cl:26])[CH:20]=3)([C:15]([F:18])([F:17])[F:16])[O:12][N:11]=2)=[CH:6][C:5]=1[C:27]1[CH:32]=[CH:31][CH:30]=[CH:29][CH:28]=1.[OH-].[Na+], predict the reaction product. The product is: [Cl:26][C:21]1[CH:20]=[C:19]([C:13]2([C:15]([F:17])([F:16])[F:18])[O:12][N:11]=[C:10]([C:7]3[CH:8]=[CH:9][C:4]([C:3]([OH:33])=[O:2])=[C:5]([C:27]4[CH:32]=[CH:31][CH:30]=[CH:29][CH:28]=4)[CH:6]=3)[CH2:14]2)[CH:24]=[C:23]([Cl:25])[CH:22]=1. (4) Given the reactants Br[C:2]1[C:10]2[C:5](=[N:6][CH:7]=[CH:8][CH:9]=2)[N:4]([S:11]([C:14]2[CH:15]=[CH:16][CH:17]=[C:18]3[C:23]=2[N:22]=[CH:21][CH:20]=[CH:19]3)(=[O:13])=[O:12])[CH:3]=1.[B:24]1([B:24]2[O:28][C:27]([CH3:30])([CH3:29])[C:26]([CH3:32])([CH3:31])[O:25]2)[O:28][C:27]([CH3:30])([CH3:29])[C:26]([CH3:32])([CH3:31])[O:25]1, predict the reaction product. The product is: [CH3:31][C:26]1([CH3:32])[C:27]([CH3:30])([CH3:29])[O:28][B:24]([C:2]2[C:10]3[C:5](=[N:6][CH:7]=[CH:8][CH:9]=3)[N:4]([S:11]([C:14]3[CH:15]=[CH:16][CH:17]=[C:18]4[C:23]=3[N:22]=[CH:21][CH:20]=[CH:19]4)(=[O:13])=[O:12])[CH:3]=2)[O:25]1. (5) The product is: [CH:24]1([N:21]2[CH2:22][CH2:23][C:17]3[CH:16]=[C:15]([O:14][CH:11]4[CH2:12][CH2:13][NH:8][CH2:9][CH2:10]4)[CH:30]=[CH:29][C:18]=3[CH2:19][CH2:20]2)[CH2:28][CH2:27][CH2:26][CH2:25]1. Given the reactants C(OC([N:8]1[CH2:13][CH2:12][CH:11]([O:14][C:15]2[CH:30]=[CH:29][C:18]3[CH2:19][CH2:20][N:21]([CH:24]4[CH2:28][CH2:27][CH2:26][CH2:25]4)[CH2:22][CH2:23][C:17]=3[CH:16]=2)[CH2:10][CH2:9]1)=O)(C)(C)C.FC(F)(F)C(O)=O, predict the reaction product. (6) Given the reactants [C:1]([O:5][C:6](=[O:24])[NH:7][C:8]1[CH:13]=[C:12]([O:14][CH3:15])[C:11]([N:16]2[CH:20]=[CH:19][CH:18]=[CH:17]2)=[CH:10][C:9]=1[N+:21]([O-])=O)([CH3:4])([CH3:3])[CH3:2], predict the reaction product. The product is: [C:1]([O:5][C:6](=[O:24])[NH:7][C:8]1[CH:13]=[C:12]([O:14][CH3:15])[C:11]([N:16]2[CH:20]=[CH:19][CH:18]=[CH:17]2)=[CH:10][C:9]=1[NH2:21])([CH3:4])([CH3:2])[CH3:3]. (7) Given the reactants [NH2:1][C:2]1[S:3][C:4]([C:17]2[CH:22]=[CH:21][CH:20]=[C:19]([F:23])[CH:18]=2)=[C:5]([C:7]([N:9]2[C@H:14]([CH2:15][NH2:16])[CH2:13][C@H:12]3[C@@H:10]2[CH2:11]3)=[O:8])[N:6]=1.[CH3:24][N:25]1[C:29]([C:30](O)=[O:31])=[CH:28][C:27]([CH3:33])=[N:26]1, predict the reaction product. The product is: [NH2:1][C:2]1[S:3][C:4]([C:17]2[CH:22]=[CH:21][CH:20]=[C:19]([F:23])[CH:18]=2)=[C:5]([C:7]([N:9]2[C@H:14]([CH2:15][NH:16][C:30]([C:29]3[N:25]([CH3:24])[N:26]=[C:27]([CH3:33])[CH:28]=3)=[O:31])[CH2:13][C@H:12]3[C@@H:10]2[CH2:11]3)=[O:8])[N:6]=1. (8) Given the reactants [Cl:1][C:2]1[CH:3]=[C:4]([CH:32]=[C:33]([Cl:35])[CH:34]=1)[CH2:5][N:6]([CH2:24][C:25]1[CH:30]=[CH:29][C:28]([F:31])=[CH:27][CH:26]=1)[C:7]([C:9]1[CH:10]=[C:11]([CH:21]=[CH:22][CH:23]=1)[CH2:12][NH:13]C(=O)OC(C)(C)C)=[O:8].C(O)(C(F)(F)F)=O, predict the reaction product. The product is: [NH2:13][CH2:12][C:11]1[CH:10]=[C:9]([CH:23]=[CH:22][CH:21]=1)[C:7]([N:6]([CH2:5][C:4]1[CH:32]=[C:33]([Cl:35])[CH:34]=[C:2]([Cl:1])[CH:3]=1)[CH2:24][C:25]1[CH:26]=[CH:27][C:28]([F:31])=[CH:29][CH:30]=1)=[O:8]. (9) Given the reactants Br[C:2]1[CH:3]=[CH:4][C:5]([N:8]2[CH2:13][CH2:12][S:11][CH2:10][CH2:9]2)=[N:6][CH:7]=1.[C:14]([O:22][CH2:23][CH3:24])(=[O:21])[CH2:15][C:16]([O:18][CH2:19][CH3:20])=[O:17].C1(C2C=CC=CC=2)C=CC=CC=1P(C(C)(C)C)C(C)(C)C.C(O[Na])(C)(C)C, predict the reaction product. The product is: [S:11]1[CH2:12][CH2:13][N:8]([C:5]2[N:6]=[CH:7][C:2]([CH:15]([C:16]([O:18][CH2:19][CH3:20])=[O:17])[C:14]([O:22][CH2:23][CH3:24])=[O:21])=[CH:3][CH:4]=2)[CH2:9][CH2:10]1. (10) Given the reactants I[C:2]1[CH:3]=[N:4][CH:5]=[CH:6][CH:7]=1.[NH2:8][C@@H:9]([C:13]([OH:15])=[O:14])[CH:10]([CH3:12])[CH3:11].CN(CCO)C.[O-]P([O-])([O-])=O.[K+].[K+].[K+].CO.O.C(O)(C(F)(F)F)=O, predict the reaction product. The product is: [CH3:11][CH:10]([CH3:12])[C@@H:9]([NH:8][C:2]1[CH:3]=[N:4][CH:5]=[CH:6][CH:7]=1)[C:13]([OH:15])=[O:14].